Dataset: Full USPTO retrosynthesis dataset with 1.9M reactions from patents (1976-2016). Task: Predict the reactants needed to synthesize the given product. (1) Given the product [CH3:34][C:2]1([CH3:1])[CH2:9][CH2:8][CH2:7][CH2:6][CH2:5][C:4]([CH3:11])([CH3:12])[P:3]1[C:13]1[CH:18]=[CH:17][CH:16]=[CH:15][C:14]=1[C:19]1[C:20]([CH:31]([CH3:32])[CH3:33])=[CH:21][C:22]([CH:28]([CH3:30])[CH3:29])=[CH:23][C:24]=1[CH:25]([CH3:27])[CH3:26], predict the reactants needed to synthesize it. The reactants are: [CH3:1][C:2]1([CH3:34])[CH2:9][C:8](=O)[CH2:7][CH2:6][CH2:5][C:4]([CH3:12])([CH3:11])[P:3]1[C:13]1[CH:18]=[CH:17][CH:16]=[CH:15][C:14]=1[C:19]1[C:24]([CH:25]([CH3:27])[CH3:26])=[CH:23][C:22]([CH:28]([CH3:30])[CH3:29])=[CH:21][C:20]=1[CH:31]([CH3:33])[CH3:32].C(O)COCCO.O.NN.[OH-].[K+]. (2) Given the product [NH2:11][C:12]1[CH:17]=[CH:16][C:15]([CH:18]2[CH2:19][CH2:20][N:21]([C:24]([O:26][C:27]([CH3:29])([CH3:28])[CH3:30])=[O:25])[CH2:22][CH2:23]2)=[CH:14][C:13]=1[CH3:31], predict the reactants needed to synthesize it. The reactants are: C(OC([NH:11][C:12]1[CH:17]=[CH:16][C:15]([C:18]2[CH2:23][CH2:22][N:21]([C:24]([O:26][C:27]([CH3:30])([CH3:29])[CH3:28])=[O:25])[CH2:20][CH:19]=2)=[CH:14][C:13]=1[CH3:31])=O)C1C=CC=CC=1. (3) Given the product [F:1][C:2]1[CH:3]=[C:4]2[C:8](=[CH:9][CH:10]=1)[NH:7][N:6]=[C:5]2[CH2:11][OH:12], predict the reactants needed to synthesize it. The reactants are: [F:1][C:2]1[CH:3]=[C:4]2[C:8](=[CH:9][CH:10]=1)[NH:7][N:6]=[C:5]2[C:11](O)=[O:12].[H-].[Al+3].[Li+].[H-].[H-].[H-].S([O-])([O-])(=O)=O.[Na+].[Na+].Cl.